From a dataset of Full USPTO retrosynthesis dataset with 1.9M reactions from patents (1976-2016). Predict the reactants needed to synthesize the given product. (1) Given the product [CH3:16][O:15][C:13](=[O:14])[O:8][C:5]1[CH:6]=[CH:7][C:2]([F:1])=[CH:3][C:4]=1[CH3:9], predict the reactants needed to synthesize it. The reactants are: [F:1][C:2]1[CH:7]=[CH:6][C:5]([OH:8])=[C:4]([CH3:9])[CH:3]=1.[OH-].[Na+].Cl[C:13]([O:15][CH3:16])=[O:14].C([O-])([O-])=O.[Na+].[Na+]. (2) Given the product [CH2:37]([O:44][C:45]1[CH:46]=[C:47]([CH:48]=[CH:49][CH:50]=1)[CH2:51][C:29]1([CH3:34])[N:28]([CH3:35])[C:27](=[O:36])[C:26](=[CH:25][C:24]2[C:19]([Cl:18])=[N:20][CH:21]=[CH:22][CH:23]=2)[N:31]([CH3:32])[C:30]1=[O:33])[C:38]1[CH:39]=[CH:40][CH:41]=[CH:42][CH:43]=1, predict the reactants needed to synthesize it. The reactants are: C[Si](C)(C)N[Si](C)(C)C.[Li].ClC1C=CC=CN=1.[Cl:18][C:19]1[C:24]([CH:25]=[C:26]2[N:31]([CH3:32])[C:30](=[O:33])[CH:29]([CH3:34])[N:28]([CH3:35])[C:27]2=[O:36])=[CH:23][CH:22]=[CH:21][N:20]=1.[CH2:37]([O:44][C:45]1[CH:50]=[CH:49][CH:48]=[C:47]([CH2:51]Cl)[CH:46]=1)[C:38]1[CH:43]=[CH:42][CH:41]=[CH:40][CH:39]=1.C(O)(=O)CC(CC(O)=O)(C(O)=O)O. (3) The reactants are: [Cl:1][C:2]1[CH:10]=[CH:9][C:8]([C:11]2[C:12]([C@@H:23]([NH:33][C:34](=[O:50])[CH2:35][N:36]3[C:40]4[C:41](F)(F)[C@@H:42]5[CH2:44][C@@H:43]5[C:39]=4[C:38]([CH:47]([F:49])[F:48])=[N:37]3)[CH2:24][C:25]3[CH:30]=[C:29]([F:31])[CH:28]=[C:27]([F:32])[CH:26]=3)=[N:13][C:14]([C:17]#[C:18][C:19]([OH:22])([CH3:21])[CH3:20])=[CH:15][CH:16]=2)=[C:7]2[C:3]=1[C:4]([NH:52][S:53]([CH3:56])(=[O:55])=[O:54])=[N:5][N:6]2[CH3:51].F[CH:58](F)C1C2CCC3CC3C=2N(CC(O)=O)N=1. Given the product [Cl:1][C:2]1[CH:10]=[CH:9][C:8]([C:11]2[C:12]([C@@H:23]([NH:33][C:34](=[O:50])[CH2:35][N:36]3[C:40]4[CH:41]5[CH2:58][CH:42]5[CH2:44][CH2:43][C:39]=4[C:38]([CH:47]([F:48])[F:49])=[N:37]3)[CH2:24][C:25]3[CH:26]=[C:27]([F:32])[CH:28]=[C:29]([F:31])[CH:30]=3)=[N:13][C:14]([C:17]#[C:18][C:19]([OH:22])([CH3:20])[CH3:21])=[CH:15][CH:16]=2)=[C:7]2[C:3]=1[C:4]([NH:52][S:53]([CH3:56])(=[O:55])=[O:54])=[N:5][N:6]2[CH3:51], predict the reactants needed to synthesize it. (4) Given the product [CH2:1]([O:3][C:4](=[O:24])[CH2:5][C:6]1[CH:11]=[CH:10][C:9]([O:12][CH3:13])=[C:8]([O:14][C:15]2[CH:20]=[CH:19][C:18]([Br:21])=[CH:17][C:16]=2[CH2:22][N:28]2[CH2:29][CH2:30][N:26]([CH3:25])[C:27]2=[O:31])[CH:7]=1)[CH3:2], predict the reactants needed to synthesize it. The reactants are: [CH2:1]([O:3][C:4](=[O:24])[CH2:5][C:6]1[CH:11]=[CH:10][C:9]([O:12][CH3:13])=[C:8]([O:14][C:15]2[CH:20]=[CH:19][C:18]([Br:21])=[CH:17][C:16]=2[CH2:22]Br)[CH:7]=1)[CH3:2].[CH3:25][N:26]1[CH2:30][CH2:29][NH:28][C:27]1=[O:31]. (5) The reactants are: C(O)=O.[NH2:4][CH2:5][CH2:6][C:7]1[CH:30]=[CH:29][C:10]([NH:11][CH:12]2[CH2:17][CH2:16][N:15]([C:18]([O:20][CH2:21][C:22]3[CH:27]=[CH:26][C:25]([F:28])=[CH:24][CH:23]=3)=[O:19])[CH2:14][CH2:13]2)=[CH:9][CH:8]=1.C([Si]([O:48][C:49]1[CH:54]=[CH:53][C:52]([O:55][CH2:56][CH:57]2[CH2:59][O:58]2)=[CH:51][CH:50]=1)(C1C=CC=CC=1)C1C=CC=CC=1)(C)(C)C. Given the product [F:28][C:25]1[CH:24]=[CH:23][C:22]([CH2:21][O:20][C:18]([N:15]2[CH2:14][CH2:13][CH:12]([NH:11][C:10]3[CH:9]=[CH:8][C:7]([CH2:6][CH2:5][NH:4][CH2:59][C@H:57]([OH:58])[CH2:56][O:55][C:52]4[CH:53]=[CH:54][C:49]([OH:48])=[CH:50][CH:51]=4)=[CH:30][CH:29]=3)[CH2:17][CH2:16]2)=[O:19])=[CH:27][CH:26]=1, predict the reactants needed to synthesize it. (6) Given the product [CH3:97][C:96]([NH:108][C:11]1[C:7](=[O:6])[N:69]([C:66]2[CH:67]=[CH:2][C:1]([O:4][C:15]([F:20])([F:19])[F:14])=[CH:64][CH:65]=2)[CH:9]([C:25]2[CH:26]=[CH:27][CH:28]=[C:23]([C:22]([F:21])([F:58])[F:59])[CH:24]=2)[CH:10]=1)([C:98]1[CH:103]=[CH:102][CH:101]=[C:100]([C:104]([F:106])([F:107])[F:105])[N:99]=1)[CH3:95], predict the reactants needed to synthesize it. The reactants are: [C:1]([OH:4])(=O)[CH3:2].C[O:6][CH:7]1[CH2:11][CH2:10][CH:9](OC)O1.[F:14][C:15]([F:20])([F:19])C(O)=O.[F:21][C:22]([F:59])([F:58])[C:23]1[CH:24]=[C:25](C2N(C3C=CC(OC(F)(F)F)=CC=3)C(=O)C(NC3C=CC(OC(F)(F)F)=CC=3)=C2)[CH:26]=[CH:27][CH:28]=1.FC(F)(F)OC1C=[CH:67][C:66]([N:69]2C(C3C=CC=C(C(F)(F)F)C=3)CC(=O)C2=O)=[CH:65][CH:64]=1.C(OC(C)C)(=O)C.[CH3:95][C:96]([NH2:108])([C:98]1[CH:103]=[CH:102][CH:101]=[C:100]([C:104]([F:107])([F:106])[F:105])[N:99]=1)[CH3:97].C(=O)(O)[O-].[Na+]. (7) Given the product [OH:21][C:16]1[CH:15]=[C:14]2[C:19]([CH:20]=[C:11]([C:9]3[S:10][C:6]([C:4]([OH:5])=[O:3])=[CH:7][N:8]=3)[C:12](=[O:22])[O:13]2)=[CH:18][CH:17]=1, predict the reactants needed to synthesize it. The reactants are: C([O:3][C:4]([C:6]1[S:10][C:9]([C:11]2[C:12](=[O:22])[O:13][C:14]3[C:19]([CH:20]=2)=[CH:18][CH:17]=[C:16]([OH:21])[CH:15]=3)=[N:8][CH:7]=1)=[O:5])C.